This data is from Forward reaction prediction with 1.9M reactions from USPTO patents (1976-2016). The task is: Predict the product of the given reaction. (1) Given the reactants C[O:2][C:3](=[O:31])/[CH:4]=[CH:5]/[C:6]1[CH:7]=[C:8]2[C:27](=[CH:28][CH:29]=1)[O:26][C:11]1([CH2:14][N:13]([CH2:15][C:16]3[C:24]4[C:19](=[CH:20][CH:21]=[CH:22][CH:23]=4)[N:18]([CH3:25])[CH:17]=3)[CH2:12]1)[CH2:10][C:9]2=[O:30].[OH-].[Na+], predict the reaction product. The product is: [CH3:25][N:18]1[C:19]2[C:24](=[CH:23][CH:22]=[CH:21][CH:20]=2)[C:16]([CH2:15][N:13]2[CH2:14][C:11]3([CH2:10][C:9](=[O:30])[C:8]4[C:27](=[CH:28][CH:29]=[C:6](/[CH:5]=[CH:4]/[C:3]([OH:31])=[O:2])[CH:7]=4)[O:26]3)[CH2:12]2)=[CH:17]1. (2) Given the reactants [NH:1]1[CH:5]=[CH:4][CH:3]=[C:2]1[CH2:6][NH2:7].[CH:8]([O:11][C:12]1[CH:17]=[CH:16][C:15]([N:18]=[C:19]=[S:20])=[CH:14][CH:13]=1)([CH3:10])[CH3:9], predict the reaction product. The product is: [NH:1]1[CH:5]=[CH:4][CH:3]=[C:2]1[CH2:6][NH:7][C:19]([NH:18][C:15]1[CH:16]=[CH:17][C:12]([O:11][CH:8]([CH3:10])[CH3:9])=[CH:13][CH:14]=1)=[S:20].